From a dataset of Buchwald-Hartwig C-N cross coupling reaction yields with 55,370 reactions. Predict the reaction yield, written as a fraction of the theoretical maximum amount of product (1.0 means a 100% yield; for example, 0.34 means a 34% yield). (1) The reactants are COc1ccc(Br)cc1.Cc1ccc(N)cc1.O=S(=O)(O[Pd]1c2ccccc2-c2ccccc2N~1)C(F)(F)F.CC(C)c1cc(C(C)C)c(-c2ccccc2P(C(C)(C)C)C(C)(C)C)c(C(C)C)c1.CN1CCCN2CCCN=C12.COC(=O)c1cc(-c2cccs2)on1. No catalyst specified. The product is COc1ccc(Nc2ccc(C)cc2)cc1. The yield is 0.490. (2) The reactants are Brc1ccccn1.Cc1ccc(N)cc1.O=S(=O)(O[Pd]1c2ccccc2-c2ccccc2N~1)C(F)(F)F.COc1ccc(OC)c(P([C@]23C[C@H]4C[C@H](C[C@H](C4)C2)C3)[C@]23C[C@H]4C[C@H](C[C@H](C4)C2)C3)c1-c1c(C(C)C)cc(C(C)C)cc1C(C)C.CN(C)C(=NC(C)(C)C)N(C)C.Cc1cc(-c2ccccc2)on1. The yield is 0.413. The product is Cc1ccc(Nc2ccccn2)cc1. No catalyst specified. (3) The reactants are COc1ccc(Br)cc1.Cc1ccc(N)cc1.O=S(=O)(O[Pd]1c2ccccc2-c2ccccc2N~1)C(F)(F)F.COc1ccc(OC)c(P([C@]23C[C@H]4C[C@H](C[C@H](C4)C2)C3)[C@]23C[C@H]4C[C@H](C[C@H](C4)C2)C3)c1-c1c(C(C)C)cc(C(C)C)cc1C(C)C.CN1CCCN2CCCN=C12.CCOC(=O)c1cnoc1. No catalyst specified. The product is COc1ccc(Nc2ccc(C)cc2)cc1. The yield is 0.184. (4) The reactants are Ic1ccccn1.Cc1ccc(N)cc1.O=S(=O)(O[Pd]1c2ccccc2-c2ccccc2N~1)C(F)(F)F.CC(C)c1cc(C(C)C)c(-c2ccccc2P(C(C)(C)C)C(C)(C)C)c(C(C)C)c1.CN(C)C(=NC(C)(C)C)N(C)C.CCOC(=O)c1cnoc1C. No catalyst specified. The product is Cc1ccc(Nc2ccccn2)cc1. The yield is 0.445. (5) The reactants are Brc1cccnc1.Cc1ccc(N)cc1.O=S(=O)(O[Pd]1c2ccccc2-c2ccccc2N~1)C(F)(F)F.COc1ccc(OC)c(P(C(C)(C)C)C(C)(C)C)c1-c1c(C(C)C)cc(C(C)C)cc1C(C)C.CN1CCCN2CCCN=C12.Cc1cc(-n2cccc2)no1. No catalyst specified. The product is Cc1ccc(Nc2cccnc2)cc1. The yield is 0.770. (6) The reactants are COc1ccc(I)cc1.Cc1ccc(N)cc1.O=S(=O)(O[Pd]1c2ccccc2-c2ccccc2N~1)C(F)(F)F.COc1ccc(OC)c(P([C@]23C[C@H]4C[C@H](C[C@H](C4)C2)C3)[C@]23C[C@H]4C[C@H](C[C@H](C4)C2)C3)c1-c1c(C(C)C)cc(C(C)C)cc1C(C)C.CCN=P(N=P(N(C)C)(N(C)C)N(C)C)(N(C)C)N(C)C.CCOC(=O)c1cc(C)on1. No catalyst specified. The product is COc1ccc(Nc2ccc(C)cc2)cc1. The yield is 0.548. (7) The reactants are Brc1cccnc1.Cc1ccc(N)cc1.O=S(=O)(O[Pd]1c2ccccc2-c2ccccc2N~1)C(F)(F)F.CC(C)c1cc(C(C)C)c(-c2ccccc2P(C(C)(C)C)C(C)(C)C)c(C(C)C)c1.CN(C)C(=NC(C)(C)C)N(C)C.Cc1cc(-c2ccccc2)on1. No catalyst specified. The product is Cc1ccc(Nc2cccnc2)cc1. The yield is 0.659.